From a dataset of Forward reaction prediction with 1.9M reactions from USPTO patents (1976-2016). Predict the product of the given reaction. (1) The product is: [CH3:28][C:27]1[C:19]([CH2:20][CH2:21][C:22]([O:24][CH2:25][CH3:26])=[O:23])=[C:16]([CH3:17])[C:15]2[C:14]3[C:9](=[CH:10][CH:11]=[CH:12][CH:13]=3)[NH:8][C:7]=2[N:6]=1. Given the reactants C(O)(C)C.Cl.[NH:6]=[C:7]1[CH2:15][C:14]2[C:9](=[CH:10][CH:11]=[CH:12][CH:13]=2)[NH:8]1.[C:16]([CH:19]([C:27](=O)[CH3:28])[CH2:20][CH2:21][C:22]([O:24][CH2:25][CH3:26])=[O:23])(=O)[CH3:17], predict the reaction product. (2) Given the reactants C12(CS(O)(=O)=O)C(C)(C)C(CC1)CC2=O.[CH2:16]([O:23][C:24]([N:26]1[CH2:31][CH2:30][CH:29]([NH:32][C:33]([C@@H:35]2[CH2:40][CH2:39][C:38](=[N:41][O:42][CH2:43][C:44]3[CH:49]=[CH:48][CH:47]=[CH:46][CH:45]=3)[CH2:37][NH:36]2)=[O:34])[CH2:28][CH2:27]1)=[O:25])[C:17]1[CH:22]=[CH:21][CH:20]=[CH:19][CH:18]=1.C(=O)([O-])O.[Na+], predict the reaction product. The product is: [CH2:16]([O:23][C:24]([N:26]1[CH2:31][CH2:30][CH:29]([NH:32][C:33]([C@@H:35]2[CH2:40][CH2:39][C@@H:38]([NH:41][O:42][CH2:43][C:44]3[CH:49]=[CH:48][CH:47]=[CH:46][CH:45]=3)[CH2:37][NH:36]2)=[O:34])[CH2:28][CH2:27]1)=[O:25])[C:17]1[CH:22]=[CH:21][CH:20]=[CH:19][CH:18]=1.